From a dataset of Peptide-MHC class I binding affinity with 185,985 pairs from IEDB/IMGT. Regression. Given a peptide amino acid sequence and an MHC pseudo amino acid sequence, predict their binding affinity value. This is MHC class I binding data. (1) The peptide sequence is GPSPSHKSV. The MHC is HLA-A02:03 with pseudo-sequence HLA-A02:03. The binding affinity (normalized) is 0.0847. (2) The peptide sequence is FLQRTDLSY. The MHC is HLA-B58:01 with pseudo-sequence HLA-B58:01. The binding affinity (normalized) is 0.213. (3) The peptide sequence is RERLSRMAI. The MHC is HLA-A30:01 with pseudo-sequence HLA-A30:01. The binding affinity (normalized) is 0.379. (4) The binding affinity (normalized) is 0.0847. The MHC is HLA-A11:01 with pseudo-sequence HLA-A11:01. The peptide sequence is NMAPEKVDF. (5) The peptide sequence is ELYPTVNTY. The MHC is HLA-A24:03 with pseudo-sequence HLA-A24:03. The binding affinity (normalized) is 0.0847. (6) The binding affinity (normalized) is 0.0847. The MHC is HLA-B40:01 with pseudo-sequence HLA-B40:01. The peptide sequence is IVRQGIRQL.